Dataset: Reaction yield outcomes from USPTO patents with 853,638 reactions. Task: Predict the reaction yield, written as a fraction of the theoretical maximum amount of product (1.0 means a 100% yield; for example, 0.34 means a 34% yield). (1) The reactants are [CH2:1]([C:3]1([CH:8]([F:13])[C:9]([NH:11][OH:12])=[O:10])OCCO1)[CH3:2].OS(O)(=O)=O. No catalyst specified. The product is [CH2:1]([C:3]1[O:12][N:11]=[C:9]([OH:10])[C:8]=1[F:13])[CH3:2]. The yield is 0.820. (2) The reactants are Br[C:2]1[CH:23]=[CH:22][C:5]([C:6]([NH:8][S:9]([C:12]2[CH:17]=[CH:16][CH:15]=[CH:14][C:13]=2[S:18](=[O:21])(=[O:20])[NH2:19])(=[O:11])=[O:10])=[O:7])=[CH:4][C:3]=1[O:24][CH2:25][CH2:26][C:27]([F:30])([F:29])[F:28].[CH3:31][CH:32]([CH2:35][CH2:36][CH3:37])[C:33]#[CH:34]. No catalyst specified. The product is [CH3:31][CH:32]([CH2:35][CH2:36][CH3:37])[C:33]#[C:34][C:2]1[CH:23]=[CH:22][C:5]([C:6]([NH:8][S:9]([C:12]2[CH:17]=[CH:16][CH:15]=[CH:14][C:13]=2[S:18](=[O:21])(=[O:20])[NH2:19])(=[O:11])=[O:10])=[O:7])=[CH:4][C:3]=1[O:24][CH2:25][CH2:26][C:27]([F:30])([F:29])[F:28]. The yield is 0.200. (3) The reactants are [Cl:1][C:2]1[N:3]=[CH:4][C:5]2[C:9](Cl)([N:10]=1)[N:8]=[CH:7][N:6]=2.[CH3:12][C:13]1[NH:17][N:16]=[C:15]([NH2:18])[CH:14]=1. The catalyst is C(O)C. The product is [Cl:1][C:2]1[N:3]=[CH:4][C:5]2[C:9]([NH:18][C:15]3[CH:14]=[C:13]([CH3:12])[NH:17][N:16]=3)([N:10]=1)[N:8]=[CH:7][N:6]=2. The yield is 0.580. (4) The product is [CH3:28][C:29]1([CH3:42])[CH2:38][CH2:37][C:36]2[C:31](=[CH:32][CH:33]=[C:34]([C:2]3[C:7](=[O:8])[N:6]([CH2:9][C:10]4[CH:15]=[CH:14][C:13]([C:16]5[C:17]([C:22]#[N:23])=[CH:18][CH:19]=[CH:20][CH:21]=5)=[CH:12][CH:11]=4)[C:5]([CH2:24][CH2:25][CH3:26])=[N:4][C:3]=3[CH3:27])[CH:35]=2)[O:30]1. The yield is 0.490. The reactants are Br[C:2]1[C:7](=[O:8])[N:6]([CH2:9][C:10]2[CH:15]=[CH:14][C:13]([C:16]3[C:17]([C:22]#[N:23])=[CH:18][CH:19]=[CH:20][CH:21]=3)=[CH:12][CH:11]=2)[C:5]([CH2:24][CH2:25][CH3:26])=[N:4][C:3]=1[CH3:27].[CH3:28][C:29]1([CH3:42])[CH2:38][CH2:37][C:36]2[C:31](=[CH:32][CH:33]=[C:34](B(O)O)[CH:35]=2)[O:30]1.C(=O)([O-])[O-].[Cs+].[Cs+]. The catalyst is O1CCOCC1.C(OCC)(=O)C.C1C=CC(P(C2C=CC=CC=2)[C-]2C=CC=C2)=CC=1.C1C=CC(P(C2C=CC=CC=2)[C-]2C=CC=C2)=CC=1.Cl[Pd]Cl.[Fe+2]. (5) The reactants are Cl.[CH:2]1([NH:5][C:6]([NH:8][C:9]2[CH:14]=[CH:13][C:12]([C:15]3[N:16]=[C:17]([N:24]4[CH2:29][CH2:28][O:27][CH2:26][C@@H:25]4[CH3:30])[C:18]4[CH2:23][NH:22][CH2:21][C:19]=4[N:20]=3)=[C:11]([F:31])[CH:10]=2)=[O:7])[CH2:4][CH2:3]1.C(N(CC)CC)C.[CH3:39][C:40]([CH3:42])=O.C(O[BH-](OC(=O)C)OC(=O)C)(=O)C.[Na+]. The catalyst is CN(C=O)C. The product is [CH:2]1([NH:5][C:6]([NH:8][C:9]2[CH:14]=[CH:13][C:12]([C:15]3[N:16]=[C:17]([N:24]4[CH2:29][CH2:28][O:27][CH2:26][C@@H:25]4[CH3:30])[C:18]4[CH2:23][N:22]([CH:40]([CH3:42])[CH3:39])[CH2:21][C:19]=4[N:20]=3)=[C:11]([F:31])[CH:10]=2)=[O:7])[CH2:3][CH2:4]1. The yield is 0.130. (6) The reactants are FC(F)(F)C(O)=O.C(OC([NH:15][C@H:16]1[CH2:20][CH2:19][N:18]([C:21]2[CH:33]=[CH:32][C:24]([C:25]([O:27]C(C)(C)C)=[O:26])=[C:23]([NH:34][CH:35]3[CH2:40][CH2:39][O:38][CH2:37][CH2:36]3)[CH:22]=2)[CH2:17]1)=O)(C)(C)C. The catalyst is ClCCl. The product is [NH2:15][C@H:16]1[CH2:20][CH2:19][N:18]([C:21]2[CH:33]=[CH:32][C:24]([C:25]([OH:27])=[O:26])=[C:23]([NH:34][CH:35]3[CH2:40][CH2:39][O:38][CH2:37][CH2:36]3)[CH:22]=2)[CH2:17]1. The yield is 1.00. (7) The reactants are [C:1]([C:5]1[CH:6]=[C:7]([C:15]2[CH:23]=[CH:22][CH:21]=[C:20]3[C:16]=2[CH2:17][C:18](=[CH:25][C:26]2([CH3:32])[CH2:31][CH2:30][CH2:29][CH2:28][CH2:27]2)[C:19]3=[O:24])[CH:8]=[C:9]([C:11]([CH3:14])([CH3:13])[CH3:12])[CH:10]=1)([CH3:4])([CH3:3])[CH3:2]. The catalyst is [Ni].C(O)C. The product is [C:11]([C:9]1[CH:8]=[C:7]([C:15]2[CH:23]=[CH:22][CH:21]=[C:20]3[C:16]=2[CH2:17][CH:18]([CH2:25][C:26]2([CH3:32])[CH2:31][CH2:30][CH2:29][CH2:28][CH2:27]2)[C:19]3=[O:24])[CH:6]=[C:5]([C:1]([CH3:4])([CH3:3])[CH3:2])[CH:10]=1)([CH3:12])([CH3:13])[CH3:14]. The yield is 0.800. (8) No catalyst specified. The product is [CH2:1]([N:3]1[C:8]2[N:9]=[C:10]([NH:42][C:39]3[CH:40]=[CH:41][C:36]([N:33]4[CH2:34][CH2:35][N:30]([C:28]([O:27][C:23]([CH3:25])([CH3:24])[CH3:26])=[O:29])[CH2:31][CH2:32]4)=[C:37]([F:43])[CH:38]=3)[N:11]=[CH:12][C:7]=2[CH:6]=[C:5]([C:16]2[CH:21]=[CH:20][CH:19]=[CH:18][CH:17]=2)[C:4]1=[O:22])[CH3:2]. The yield is 0.210. The reactants are [CH2:1]([N:3]1[C:8]2[N:9]=[C:10](S(C)=O)[N:11]=[CH:12][C:7]=2[CH:6]=[C:5]([C:16]2[CH:21]=[CH:20][CH:19]=[CH:18][CH:17]=2)[C:4]1=[O:22])[CH3:2].[C:23]([O:27][C:28]([N:30]1[CH2:35][CH2:34][N:33]([C:36]2[CH:41]=[CH:40][C:39]([NH2:42])=[CH:38][C:37]=2[F:43])[CH2:32][CH2:31]1)=[O:29])([CH3:26])([CH3:25])[CH3:24]. (9) The reactants are [CH3:1][Mg+].[Br-].[Br:4][C:5]1[CH:6]=[CH:7][C:8]([Cl:17])=[C:9]([CH:16]=1)[C:10](N(OC)C)=[O:11].O. The catalyst is C1COCC1. The product is [Br:4][C:5]1[CH:6]=[CH:7][C:8]([Cl:17])=[C:9]([C:10](=[O:11])[CH3:1])[CH:16]=1. The yield is 0.950.